This data is from Catalyst prediction with 721,799 reactions and 888 catalyst types from USPTO. The task is: Predict which catalyst facilitates the given reaction. Reactant: [Cl:1][C:2]1[CH:3]=[C:4]([CH:19]=[CH:20][C:21]=1[N+:22]([O-])=O)[O:5][CH:6]1[CH2:11][CH2:10][N:9](C(OCCCC)=O)[CH2:8][CH2:7]1.[CH:25]([O-:27])=[O:26].[NH4+].[C:29]1([CH3:35])[CH:34]=CC=C[CH:30]=1.O. Product: [NH2:22][C:21]1[CH:20]=[CH:19][C:4]([O:5][CH:6]2[CH2:7][CH2:8][N:9]([C:25]([O:27][C:29]([CH3:35])([CH3:34])[CH3:30])=[O:26])[CH2:10][CH2:11]2)=[CH:3][C:2]=1[Cl:1]. The catalyst class is: 292.